Dataset: Catalyst prediction with 721,799 reactions and 888 catalyst types from USPTO. Task: Predict which catalyst facilitates the given reaction. (1) Reactant: Cl[C:2]1[C:15]2[C:16]3=[C:17]4[C:12](=[CH:13][CH:14]=2)[C:11](Cl)=[CH:10][C:9](Cl)=[C:8]4[CH:7]=[CH:6][C:5]3=[C:4](Cl)[CH:3]=1.[CH3:21][Si:22]([CH3:33])([CH3:32])[C:23]1[CH:28]=[CH:27][C:26](B(O)O)=[CH:25][CH:24]=1.C(P(C(C)(C)C)[CH2:39][Si:40]([CH3:43])([CH3:42])[CH3:41])(C)(C)C.C(=O)([O-])[O-].[Cs+].[Cs+]. Product: [CH3:21][Si:22]([CH3:33])([CH3:32])[C:23]1[CH:28]=[CH:27][C:26]([C:2]2[C:15]3[C:16]4=[C:17]5[C:12](=[CH:13][CH:14]=3)[C:11]([C:26]3[CH:27]=[CH:28][C:23]([Si:22]([CH3:33])([CH3:32])[CH3:21])=[CH:24][CH:25]=3)=[CH:10][C:9]([C:26]3[CH:27]=[CH:28][C:23]([Si:22]([CH3:33])([CH3:32])[CH3:21])=[CH:24][CH:25]=3)=[C:8]5[CH:7]=[CH:6][C:5]4=[C:4]([C:2]3[CH:15]=[CH:14][C:39]([Si:40]([CH3:42])([CH3:41])[CH3:43])=[CH:4][CH:3]=3)[CH:3]=2)=[CH:25][CH:24]=1. The catalyst class is: 552. (2) Reactant: ClCCl.[C:4]([O:8][C:9](=[O:21])[NH:10][C:11]1[CH:16]=[CH:15][C:14]([C:17](=[NH:20])[NH:18][OH:19])=[CH:13][CH:12]=1)([CH3:7])([CH3:6])[CH3:5].C(N(C(C)C)CC)(C)C.[F:31][C:32]([F:43])([F:42])[C:33](O[C:33](=O)[C:32]([F:43])([F:42])[F:31])=O. Product: [C:4]([O:8][C:9](=[O:21])[NH:10][C:11]1[CH:16]=[CH:15][C:14]([C:17]2[N:20]=[C:33]([C:32]([F:43])([F:42])[F:31])[O:19][N:18]=2)=[CH:13][CH:12]=1)([CH3:7])([CH3:5])[CH3:6]. The catalyst class is: 69. (3) The catalyst class is: 3. Reactant: [C:1]([C:3]1[CH:4]=[C:5]2[C:9](=[CH:10][CH:11]=1)[NH:8][CH:7]=[CH:6]2)#[N:2].[Cl:12]N1C(=O)CCC1=O. Product: [Cl:12][C:6]1[C:5]2[C:9](=[CH:10][CH:11]=[C:3]([C:1]#[N:2])[CH:4]=2)[NH:8][CH:7]=1. (4) Reactant: [C:1](Cl)(=[O:5])[CH:2]([CH3:4])[CH3:3].[NH2:7][C@@H:8]1[CH2:13][CH2:12][C@H:11]([NH:14][C:15](=[O:21])[O:16][C:17]([CH3:20])([CH3:19])[CH3:18])[CH2:10][CH2:9]1.C(N(CC)C(C)C)(C)C. Product: [C:1]([NH:7][C@@H:8]1[CH2:13][CH2:12][C@H:11]([NH:14][C:15](=[O:21])[O:16][C:17]([CH3:19])([CH3:18])[CH3:20])[CH2:10][CH2:9]1)(=[O:5])[CH:2]([CH3:4])[CH3:3]. The catalyst class is: 96. (5) Reactant: [C:1]([O:5][C:6](=[O:17])[NH:7][CH:8]([CH:13]([OH:16])[CH2:14]Cl)[CH2:9][CH:10]([CH3:12])[CH3:11])([CH3:4])([CH3:3])[CH3:2].[OH-].[K+].CCOC(C)=O.CCCCCC.S(=O)(=O)(O)O.CCO. Product: [C:1]([O:5][C:6](=[O:17])[NH:7][CH:8]([CH:13]1[CH2:14][O:16]1)[CH2:9][CH:10]([CH3:12])[CH3:11])([CH3:4])([CH3:3])[CH3:2]. The catalyst class is: 8. (6) Reactant: [Cl:1][C:2]1[CH:7]=[CH:6][CH:5]=[CH:4][C:3]=1[N:8]1[CH:12]=[C:11]([CH2:13]O)[N:10]=[CH:9]1.C1(P(C2C=CC=CC=2)C2C=CC=CC=2)C=CC=CC=1.C(Br)(Br)(Br)[Br:35]. Product: [Br:35][CH2:13][C:11]1[N:10]=[CH:9][N:8]([C:3]2[CH:4]=[CH:5][CH:6]=[CH:7][C:2]=2[Cl:1])[CH:12]=1. The catalyst class is: 1. (7) Reactant: [N:1]1([CH2:7][C:8]2[CH:13]=[CH:12][C:11]([C@@H:14]3[NH:18][C@H:17]([C:19]([OH:21])=[O:20])[CH2:16][CH2:15]3)=[CH:10][CH:9]=2)[CH2:6][CH2:5][O:4][CH2:3][CH2:2]1.C(N(CC)CC)C.O=C1CCC(=O)N1[O:36][C:37](=O)[O:38][CH2:39][C:40]1[CH:45]=[CH:44][CH:43]=[CH:42][CH:41]=1. Product: [CH2:39]([O:38][C:37]([N:18]1[C@@H:14]([C:11]2[CH:10]=[CH:9][C:8]([CH2:7][N:1]3[CH2:6][CH2:5][O:4][CH2:3][CH2:2]3)=[CH:13][CH:12]=2)[CH2:15][CH2:16][C@H:17]1[C:19]([OH:21])=[O:20])=[O:36])[C:40]1[CH:45]=[CH:44][CH:43]=[CH:42][CH:41]=1. The catalyst class is: 154.